From a dataset of Full USPTO retrosynthesis dataset with 1.9M reactions from patents (1976-2016). Predict the reactants needed to synthesize the given product. (1) Given the product [O:3]1[C:8]2=[CH:9][CH:10]=[CH:11][C:7]2=[CH:6][C:5]([CH:12]2[CH2:17][CH2:16][CH2:15][CH2:14][N:13]2[CH2:18][CH2:19][C@H:20]2[CH2:21][CH2:22][C@H:23]([NH:26][C:29](=[O:30])[CH:28]([CH3:27])[CH2:32][CH3:33])[CH2:24][CH2:25]2)=[CH:4]1, predict the reactants needed to synthesize it. The reactants are: Cl.Cl.[O:3]1[C:8]2=[CH:9][CH:10]=[CH:11][C:7]2=[CH:6][C:5]([CH:12]2[CH2:17][CH2:16][CH2:15][CH2:14][N:13]2[CH2:18][CH2:19][C@H:20]2[CH2:25][CH2:24][C@H:23]([NH2:26])[CH2:22][CH2:21]2)=[CH:4]1.[CH3:27][CH:28]([CH2:32][CH3:33])[C:29](O)=[O:30]. (2) The reactants are: CS(O[CH:6]1[CH2:15][N:14]2[C:10](=[N:11][C:12]3[CH:19]=[CH:18][CH:17]=[C:16]([N:20]([CH2:23][CH3:24])[CH2:21][CH3:22])[C:13]=32)[N:9]([C:25]2[CH:30]=[CH:29][C:28]([Cl:31])=[CH:27][C:26]=2[Cl:32])[CH2:8][CH2:7]1)(=O)=O.[N-:33]=[N+:34]=[N-:35].[Na+].C(OCC)(=O)C. Given the product [N:33]([CH:6]1[CH2:15][N:14]2[C:10](=[N:11][C:12]3[C:13]2=[C:16]([N:20]([CH2:23][CH3:24])[CH2:21][CH3:22])[CH:17]=[CH:18][CH:19]=3)[N:9]([C:25]2[CH:30]=[CH:29][C:28]([Cl:31])=[CH:27][C:26]=2[Cl:32])[CH2:8][CH2:7]1)=[N+:34]=[N-:35].[Cl:32][C:26]1[CH:27]=[C:28]([Cl:31])[CH:29]=[CH:30][C:25]=1[N:9]1[C:10]2=[N:11][C:12]3[C:13](=[C:16]([N:20]([CH2:23][CH3:24])[CH2:21][CH3:22])[CH:17]=[CH:18][CH:19]=3)[N:14]2[CH:15]=[CH:6][CH2:7][CH2:8]1, predict the reactants needed to synthesize it. (3) Given the product [CH2:13]([N:17]1[C:9](=[O:10])[C:4]2=[CH:3][C:2]([CH3:1])=[CH:12][CH:11]=[C:5]2[C:6]1=[O:8])[CH:14]([CH3:16])[CH3:15], predict the reactants needed to synthesize it. The reactants are: [CH3:1][C:2]1[CH:3]=[C:4]2[C:9](=[O:10])[O:8][C:6](=O)[C:5]2=[CH:11][CH:12]=1.[CH2:13]([NH2:17])[CH:14]([CH3:16])[CH3:15].C1(C)C=CC(S(O)(=O)=O)=CC=1. (4) The reactants are: [NH2:1][C:2]1[C:3]2[C:10]([C:11]3[CH:16]=[CH:15][C:14]([NH:17][C:18]([C:20]4[C:21](=[O:36])[N:22]([C:30]5[CH:35]=[CH:34][CH:33]=[CH:32][CH:31]=5)[C:23]5[C:28]([CH:29]=4)=[CH:27][N:26]=[CH:25][CH:24]=5)=[O:19])=[CH:13][CH:12]=3)=[CH:9][N:8]([CH3:37])[C:4]=2[N:5]=[CH:6][N:7]=1.ClC1C2C(I)=CN([CH2:49][C:50](C)([OH:52])[CH3:51])C=2N=CN=1.CC1(C)C(C)(C)OB(C2C=CC(N)=CC=2)O1. Given the product [NH2:1][C:2]1[C:3]2[C:10]([C:11]3[CH:16]=[CH:15][C:14]([NH:17][C:18]([C:20]4[C:21](=[O:36])[N:22]([C:30]5[CH:31]=[CH:32][CH:33]=[CH:34][CH:35]=5)[C:23]5[C:28]([CH:29]=4)=[CH:27][N:26]=[CH:25][CH:24]=5)=[O:19])=[CH:13][CH:12]=3)=[CH:9][N:8]([CH2:37][C:50]([OH:52])([CH3:51])[CH3:49])[C:4]=2[N:5]=[CH:6][N:7]=1, predict the reactants needed to synthesize it. (5) Given the product [Cl:37][C:38]1[CH:48]=[CH:47][C:41]([O:42][CH2:43][C:44]([N:31]2[CH2:36][CH2:35][N:34]([CH:1]([C:3]3[N:4]([C:14]4[CH:19]=[CH:18][CH:17]=[CH:16][C:15]=4[O:20][CH2:21][CH3:22])[C:5](=[O:13])[C:6]4[CH:12]=[N:11][CH:10]=[CH:9][C:7]=4[N:8]=3)[CH3:2])[CH2:33][CH2:32]2)=[O:45])=[CH:40][CH:39]=1, predict the reactants needed to synthesize it. The reactants are: [CH2:1]([C:3]1[N:4]([C:14]2[CH:19]=[CH:18][CH:17]=[CH:16][C:15]=2[O:20][CH2:21][CH3:22])[C:5](=[O:13])[C:6]2[CH:12]=[N:11][CH:10]=[CH:9][C:7]=2[N:8]=1)[CH3:2].BrN1C(=O)CCC1=O.[NH:31]1[CH2:36][CH2:35][NH:34][CH2:33][CH2:32]1.[Cl:37][C:38]1[CH:48]=[CH:47][C:41]([O:42][CH2:43][C:44](Cl)=[O:45])=[CH:40][CH:39]=1.